This data is from Catalyst prediction with 721,799 reactions and 888 catalyst types from USPTO. The task is: Predict which catalyst facilitates the given reaction. (1) Reactant: [F:1][C:2]([F:24])([F:23])[C:3]1[CH:4]=[C:5]([C:13]2[N:17]=[CH:16][N:15](/[CH:18]=[CH:19]\[C:20](O)=[O:21])[N:14]=2)[CH:6]=[C:7]([C:9]([F:12])([F:11])[F:10])[CH:8]=1.[O:25]1[CH2:30][CH2:29][N:28]([CH2:31][C:32]([NH:34][NH2:35])=[O:33])[CH2:27][CH2:26]1.C(P1(=O)OP(CCC)(=O)OP(CCC)(=O)O1)CC.CCN(C(C)C)C(C)C. Product: [F:24][C:2]([F:1])([F:23])[C:3]1[CH:4]=[C:5]([C:13]2[N:17]=[CH:16][N:15](/[CH:18]=[CH:19]\[C:20]([NH:35][NH:34][C:32](=[O:33])[CH2:31][N:28]3[CH2:29][CH2:30][O:25][CH2:26][CH2:27]3)=[O:21])[N:14]=2)[CH:6]=[C:7]([C:9]([F:12])([F:10])[F:11])[CH:8]=1. The catalyst class is: 91. (2) Reactant: [CH3:1][O:2][C:3]1[CH:8]=[CH:7][C:6]([CH2:9][C:10](=O)[CH3:11])=[CH:5][CH:4]=1.[C:13]([CH2:15][C:16]([O:18][CH2:19][CH3:20])=[O:17])#[N:14].C([O-])(=O)C.[NH4+].C(O)(=O)C. Product: [CH2:19]([O:18][C:16](=[O:17])[C:15]([C:13]#[N:14])=[C:10]([CH3:11])[CH2:9][C:6]1[CH:7]=[CH:8][C:3]([O:2][CH3:1])=[CH:4][CH:5]=1)[CH3:20]. The catalyst class is: 11. (3) Reactant: C(OC(=O)[NH:7][C:8]([CH3:36])([CH2:33][CH2:34][CH3:35])[CH2:9][NH:10][C:11]([C:13]1[C:14]([CH3:32])=[N:15][N:16]2[C:21]([O:22][CH2:23][C:24]3[C:29]([F:30])=[CH:28][CH:27]=[CH:26][C:25]=3[F:31])=[CH:20][CH:19]=[CH:18][C:17]=12)=[O:12])(C)(C)C.FC(F)(F)C(O)=O. Product: [NH2:7][C:8]([CH3:36])([CH2:33][CH2:34][CH3:35])[CH2:9][NH:10][C:11]([C:13]1[C:14]([CH3:32])=[N:15][N:16]2[C:21]([O:22][CH2:23][C:24]3[C:29]([F:30])=[CH:28][CH:27]=[CH:26][C:25]=3[F:31])=[CH:20][CH:19]=[CH:18][C:17]=12)=[O:12]. The catalyst class is: 4. (4) Reactant: [BrH:1].[Br:2][C:3]([CH3:28])([CH3:27])[C:4]([C:6]1[CH:11]=[CH:10][C:9]([O:12][C:13]2[CH:18]=[CH:17][C:16]([C:19]([CH:21]3[CH2:26][CH2:25][CH2:24][CH2:23][CH2:22]3)=[O:20])=[CH:15][CH:14]=2)=[CH:8][CH:7]=1)=[O:5].[Br-]. The catalyst class is: 4. Product: [Br:2][C:3]([CH3:28])([CH3:27])[C:4]([C:6]1[CH:7]=[CH:8][C:9]([O:12][C:13]2[CH:18]=[CH:17][C:16]([C:19]([C:21]3([Br:1])[CH2:26][CH2:25][CH2:24][CH2:23][CH2:22]3)=[O:20])=[CH:15][CH:14]=2)=[CH:10][CH:11]=1)=[O:5]. (5) The catalyst class is: 64. Reactant: [Cl:1][C:2]1[CH:3]=[C:4]([CH2:8][CH2:9][NH:10][C:11]([C:13]2[N:14]=[C:15]([CH2:18][NH2:19])[S:16][CH:17]=2)=[O:12])[CH:5]=[CH:6][CH:7]=1.[F:20][C:21]([F:35])([F:34])[O:22][C:23]1[CH:33]=[CH:32][C:26]([O:27][CH2:28][C:29](Cl)=[O:30])=[CH:25][CH:24]=1.N1C=CC=CC=1.[NH4+].[Cl-]. Product: [Cl:1][C:2]1[CH:3]=[C:4]([CH2:8][CH2:9][NH:10][C:11]([C:13]2[N:14]=[C:15]([CH2:18][NH:19][C:29](=[O:30])[CH2:28][O:27][C:26]3[CH:32]=[CH:33][C:23]([O:22][C:21]([F:34])([F:20])[F:35])=[CH:24][CH:25]=3)[S:16][CH:17]=2)=[O:12])[CH:5]=[CH:6][CH:7]=1. (6) Reactant: [NH:1]([C:11]([O:13][C:14]([CH3:17])([CH3:16])[CH3:15])=[O:12])[C@H:2]([C:8]([OH:10])=[O:9])[CH2:3][CH2:4][CH2:5][CH2:6][NH2:7].C([O-])([O-])=O.[K+].[K+].[N:24](S(C(F)(F)F)(=O)=O)=[N+:25]=[N-:26]. Product: [NH:1]([C:11]([O:13][C:14]([CH3:17])([CH3:16])[CH3:15])=[O:12])[C@H:2]([C:8]([OH:10])=[O:9])[CH2:3][CH2:4][CH2:5][CH2:6][NH:7][N:24]=[N+:25]=[N-:26]. The catalyst class is: 72. (7) Reactant: O([C:8]1[C:13]([C:14]2[N:18]=[CH:17][NH:16][N:15]=2)=[N:12][N:11]([C:19]2[CH:24]=[CH:23][CH:22]=[CH:21][CH:20]=2)[C:10](=[O:25])[CH:9]=1)C1C=CC=CC=1.[CH:26]([NH2:29])([CH3:28])[CH3:27]. Product: [CH:26]([NH:29][C:8]1[C:13]([C:14]2[N:18]=[CH:17][NH:16][N:15]=2)=[N:12][N:11]([C:19]2[CH:20]=[CH:21][CH:22]=[CH:23][CH:24]=2)[C:10](=[O:25])[CH:9]=1)([CH3:28])[CH3:27]. The catalyst class is: 14. (8) Reactant: [Cl:1][C:2]1[C:3]([C:12]2[O:13][CH:14]=[CH:15][CH:16]=2)=[N:4][C:5]([NH2:11])=[N:6][C:7]=1S(C)=O.[CH2:17]([OH:24])[C:18]1[CH:23]=[CH:22][CH:21]=[CH:20][CH:19]=1.C1CCN2C(=NCCC2)CC1. Product: [CH2:17]([O:24][C:7]1[C:2]([Cl:1])=[C:3]([C:12]2[O:13][CH:14]=[CH:15][CH:16]=2)[N:4]=[C:5]([NH2:11])[N:6]=1)[C:18]1[CH:23]=[CH:22][CH:21]=[CH:20][CH:19]=1. The catalyst class is: 12.